This data is from NCI-60 drug combinations with 297,098 pairs across 59 cell lines. The task is: Regression. Given two drug SMILES strings and cell line genomic features, predict the synergy score measuring deviation from expected non-interaction effect. (1) Drug 1: C1C(C(OC1N2C=NC3=C(N=C(N=C32)Cl)N)CO)O. Drug 2: C(CCl)NC(=O)N(CCCl)N=O. Cell line: NCI-H322M. Synergy scores: CSS=-1.14, Synergy_ZIP=1.73, Synergy_Bliss=-2.56, Synergy_Loewe=1.72, Synergy_HSA=-5.79. (2) Drug 1: CC1CCC2CC(C(=CC=CC=CC(CC(C(=O)C(C(C(=CC(C(=O)CC(OC(=O)C3CCCCN3C(=O)C(=O)C1(O2)O)C(C)CC4CCC(C(C4)OC)O)C)C)O)OC)C)C)C)OC. Drug 2: C1=NC(=NC(=O)N1C2C(C(C(O2)CO)O)O)N. Cell line: M14. Synergy scores: CSS=16.9, Synergy_ZIP=-0.530, Synergy_Bliss=9.04, Synergy_Loewe=2.78, Synergy_HSA=3.31. (3) Drug 1: CN(C(=O)NC(C=O)C(C(C(CO)O)O)O)N=O. Drug 2: CC1C(C(CC(O1)OC2CC(CC3=C2C(=C4C(=C3O)C(=O)C5=C(C4=O)C(=CC=C5)OC)O)(C(=O)CO)O)N)O.Cl. Cell line: OVCAR3. Synergy scores: CSS=30.2, Synergy_ZIP=1.29, Synergy_Bliss=0.383, Synergy_Loewe=-49.5, Synergy_HSA=-1.96. (4) Drug 1: CS(=O)(=O)C1=CC(=C(C=C1)C(=O)NC2=CC(=C(C=C2)Cl)C3=CC=CC=N3)Cl. Drug 2: C1=NC2=C(N=C(N=C2N1C3C(C(C(O3)CO)O)F)Cl)N. Cell line: HCT116. Synergy scores: CSS=36.4, Synergy_ZIP=-3.20, Synergy_Bliss=-8.12, Synergy_Loewe=-36.8, Synergy_HSA=-8.48. (5) Drug 1: CCCS(=O)(=O)NC1=C(C(=C(C=C1)F)C(=O)C2=CNC3=C2C=C(C=N3)C4=CC=C(C=C4)Cl)F. Drug 2: C1CNP(=O)(OC1)N(CCCl)CCCl. Cell line: NCI-H522. Synergy scores: CSS=-0.758, Synergy_ZIP=0.477, Synergy_Bliss=0.0967, Synergy_Loewe=-3.59, Synergy_HSA=-1.06. (6) Drug 1: CC1=C(C(=O)C2=C(C1=O)N3CC4C(C3(C2COC(=O)N)OC)N4)N. Drug 2: CC1C(C(CC(O1)OC2CC(CC3=C2C(=C4C(=C3O)C(=O)C5=C(C4=O)C(=CC=C5)OC)O)(C(=O)CO)O)N)O.Cl. Cell line: SNB-19. Synergy scores: CSS=49.2, Synergy_ZIP=-5.59, Synergy_Bliss=-5.92, Synergy_Loewe=-1.02, Synergy_HSA=0.196. (7) Drug 1: CC1=C(C=C(C=C1)NC2=NC=CC(=N2)N(C)C3=CC4=NN(C(=C4C=C3)C)C)S(=O)(=O)N.Cl. Drug 2: CC1C(C(CC(O1)OC2CC(CC3=C2C(=C4C(=C3O)C(=O)C5=CC=CC=C5C4=O)O)(C(=O)C)O)N)O. Cell line: UACC-257. Synergy scores: CSS=54.1, Synergy_ZIP=4.86, Synergy_Bliss=4.98, Synergy_Loewe=-4.50, Synergy_HSA=8.60. (8) Drug 1: C1=CN(C(=O)N=C1N)C2C(C(C(O2)CO)O)O.Cl. Drug 2: C1=NC(=NC(=O)N1C2C(C(C(O2)CO)O)O)N. Cell line: SF-295. Synergy scores: CSS=18.2, Synergy_ZIP=-6.03, Synergy_Bliss=-3.67, Synergy_Loewe=-2.11, Synergy_HSA=-1.03. (9) Drug 1: CC1OCC2C(O1)C(C(C(O2)OC3C4COC(=O)C4C(C5=CC6=C(C=C35)OCO6)C7=CC(=C(C(=C7)OC)O)OC)O)O. Drug 2: C1=NC2=C(N1)C(=S)N=CN2. Cell line: IGROV1. Synergy scores: CSS=32.4, Synergy_ZIP=3.96, Synergy_Bliss=5.82, Synergy_Loewe=0.134, Synergy_HSA=6.04. (10) Drug 1: C1CCC(C1)C(CC#N)N2C=C(C=N2)C3=C4C=CNC4=NC=N3. Drug 2: CNC(=O)C1=CC=CC=C1SC2=CC3=C(C=C2)C(=NN3)C=CC4=CC=CC=N4. Cell line: NCI-H226. Synergy scores: CSS=15.6, Synergy_ZIP=-0.755, Synergy_Bliss=8.08, Synergy_Loewe=4.20, Synergy_HSA=6.39.